Dataset: NCI-60 drug combinations with 297,098 pairs across 59 cell lines. Task: Regression. Given two drug SMILES strings and cell line genomic features, predict the synergy score measuring deviation from expected non-interaction effect. (1) Drug 1: C1=C(C(=O)NC(=O)N1)N(CCCl)CCCl. Drug 2: C1CN(CCN1C(=O)CCBr)C(=O)CCBr. Cell line: SR. Synergy scores: CSS=88.0, Synergy_ZIP=6.40, Synergy_Bliss=5.10, Synergy_Loewe=4.56, Synergy_HSA=8.10. (2) Drug 1: CC12CCC3C(C1CCC2=O)CC(=C)C4=CC(=O)C=CC34C. Synergy scores: CSS=85.1, Synergy_ZIP=6.17, Synergy_Bliss=8.42, Synergy_Loewe=6.89, Synergy_HSA=8.05. Drug 2: C1C(C(OC1N2C=NC(=NC2=O)N)CO)O. Cell line: HL-60(TB). (3) Drug 1: CN(C)C1=NC(=NC(=N1)N(C)C)N(C)C. Drug 2: CS(=O)(=O)OCCCCOS(=O)(=O)C. Cell line: SF-539. Synergy scores: CSS=4.66, Synergy_ZIP=-1.02, Synergy_Bliss=-1.94, Synergy_Loewe=-8.04, Synergy_HSA=-4.48.